Task: Predict which catalyst facilitates the given reaction.. Dataset: Catalyst prediction with 721,799 reactions and 888 catalyst types from USPTO (1) Reactant: [OH:1][C:2]1[CH:34]=[CH:33][C:5]([C:6]([NH:8][N:9]([C:13](=[O:32])/[CH:14]=[CH:15]/[C:16]2[C:24]3[C:19](=[CH:20][CH:21]=[CH:22][CH:23]=3)[N:18]([C:25]([O:27][C:28]([CH3:31])([CH3:30])[CH3:29])=[O:26])[CH:17]=2)[CH:10]([CH3:12])[CH3:11])=[O:7])=[CH:4][CH:3]=1.[C:35]([O-])([O-])=O.[K+].[K+].IC. Product: [CH:10]([N:9]([C:13](=[O:32])/[CH:14]=[CH:15]/[C:16]1[C:24]2[C:19](=[CH:20][CH:21]=[CH:22][CH:23]=2)[N:18]([C:25]([O:27][C:28]([CH3:29])([CH3:31])[CH3:30])=[O:26])[CH:17]=1)[NH:8][C:6](=[O:7])[C:5]1[CH:4]=[CH:3][C:2]([O:1][CH3:35])=[CH:34][CH:33]=1)([CH3:11])[CH3:12]. The catalyst class is: 21. (2) Reactant: [C:1]([CH:5]1[CH2:10][CH2:9][N:8]([CH2:11][C:12]2[CH:17]=[CH:16][C:15]([C@H:18]([NH:23][S:24]([CH3:27])(=[O:26])=[O:25])[C:19]([F:22])([F:21])[F:20])=[CH:14][CH:13]=2)[CH2:7][CH2:6]1)([CH3:4])([CH3:3])[CH3:2].[P:28]([O-:32])([O-:31])([O-:30])=[O:29].P(=O)(O)(O)O. Product: [P:28](=[O:29])([OH:32])([OH:31])[OH:30].[C:1]([CH:5]1[CH2:6][CH2:7][N:8]([CH2:11][C:12]2[CH:17]=[CH:16][C:15]([C@H:18]([NH:23][S:24]([CH3:27])(=[O:26])=[O:25])[C:19]([F:22])([F:21])[F:20])=[CH:14][CH:13]=2)[CH2:9][CH2:10]1)([CH3:4])([CH3:2])[CH3:3]. The catalyst class is: 32. (3) Reactant: [CH3:1][O:2][C:3](=[O:14])[C:4]1[CH:9]=[CH:8][C:7]([N+:10]([O-:12])=[O:11])=[CH:6][C:5]=1[CH3:13].C1C(=O)N([Br:22])C(=O)C1.CC(N=NC(C#N)(C)C)(C#N)C. Product: [CH3:1][O:2][C:3](=[O:14])[C:4]1[CH:9]=[CH:8][C:7]([N+:10]([O-:12])=[O:11])=[CH:6][C:5]=1[CH2:13][Br:22]. The catalyst class is: 53. (4) Reactant: Cl.[CH3:2][C:3]1([NH2:6])[CH2:5][CH2:4]1.CCN(C(C)C)C(C)C.[Br:16][C:17]1[CH:18]=[CH:19][CH:20]=[C:21]2[C:26]=1[N:25]=[C:24](Cl)[N:23]=[CH:22]2.CN(C=O)C. Product: [Br:16][C:17]1[CH:18]=[CH:19][CH:20]=[C:21]2[C:26]=1[N:25]=[C:24]([NH:6][C:3]1([CH3:2])[CH2:5][CH2:4]1)[N:23]=[CH:22]2. The catalyst class is: 225. (5) Reactant: [F:1][C:2]1[C:21]([I:22])=[CH:20][C:5]2[C:6]3[N:10]=[C:9]([C:11]([O:13][CH2:14][CH3:15])=[O:12])[NH:8][C:7]=3[CH:16]3[CH2:19][CH:18]([C:4]=2[CH:3]=1)[CH2:17]3.C(=O)([O-])[O-].[K+].[K+].[I-].[Na+].Cl[CH2:32][C:33]1[N:37]([CH3:38])[N:36]=[CH:35][CH:34]=1. Product: [F:1][C:2]1[C:21]([I:22])=[CH:20][C:5]2[C:6]3[N:10]=[C:9]([C:11]([O:13][CH2:14][CH3:15])=[O:12])[N:8]([CH2:32][C:33]4[N:37]([CH3:38])[N:36]=[CH:35][CH:34]=4)[C:7]=3[CH:16]3[CH2:19][CH:18]([C:4]=2[CH:3]=1)[CH2:17]3. The catalyst class is: 9.